The task is: Regression/Classification. Given a drug SMILES string, predict its absorption, distribution, metabolism, or excretion properties. Task type varies by dataset: regression for continuous measurements (e.g., permeability, clearance, half-life) or binary classification for categorical outcomes (e.g., BBB penetration, CYP inhibition). For this dataset (vdss_lombardo), we predict log10(VDss) (log10 of volume of distribution in L/kg).. This data is from Volume of distribution at steady state (VDss) regression data from Lombardo et al.. (1) The molecule is S=c1[nH]cnc2[nH]cnc12. The log10(VDss) is 0. (2) The compound is CC1CC2C3CCC4=CC(=O)C=CC4(C)C3(F)C(O)CC2(C)C1(O)C(=O)CO. The log10(VDss) is 0.110. (3) The compound is CCOC(=O)C1=CC2(CC)CCCN3CCc4c(n1c1ccccc41)C32. The log10(VDss) is 0.320. (4) The log10(VDss) is -0.850. The drug is CC(C)CC(NC(=O)C(Cc1ccc2ccccc2c1)NC(=O)C(Cc1ccc(O)cc1)NC(=O)C(CO)NC(=O)C(Cc1c[nH]c2ccccc12)NC(=O)C(Cc1c[nH]cn1)NC(=O)C1CCC(=O)N1)C(=O)NC(CCCNC(N)=[NH2+])C(=O)N1CCCC1C(=O)NCC(N)=O. (5) The molecule is CC(O)(/C=C/C1CC=CC(=O)O1)C(CC(O)/C=C/C=C/C=C/CO)OP(=O)([O-])O. The log10(VDss) is -1.05. (6) The drug is O=C1Nc2ccc(Cl)cc2C(c2ccccc2)=NC1O. The log10(VDss) is -0.230. (7) The compound is CNS(=O)(=O)Cc1ccc2[nH]cc(CC[NH+](C)C)c2c1. The log10(VDss) is 0.230. (8) The drug is [NH3+]C1CN(c2c(F)cc3c(=O)c(C(=O)[O-])cn(C4CC4F)c3c2Cl)CC12CC2. The log10(VDss) is 0.180.